This data is from Forward reaction prediction with 1.9M reactions from USPTO patents (1976-2016). The task is: Predict the product of the given reaction. Given the reactants Cl[C:2]([C:4]1[CH:13]=[CH:12][C:7]([C:8]([O:10][CH3:11])=[O:9])=[CH:6][CH:5]=1)=[O:3].[CH3:14][C:15]1[CH:16]=[C:17]([C:21]2[N:22]=[C:23]([NH2:32])[S:24][C:25]=2[C:26]2[CH:31]=[CH:30][N:29]=[CH:28][N:27]=2)[CH:18]=[CH:19][CH:20]=1.C(=O)([O-])O.[Na+], predict the reaction product. The product is: [CH3:14][C:15]1[CH:16]=[C:17]([C:21]2[N:22]=[C:23]([NH:32][C:2]([C:4]3[CH:13]=[CH:12][C:7]([C:8]([O:10][CH3:11])=[O:9])=[CH:6][CH:5]=3)=[O:3])[S:24][C:25]=2[C:26]2[CH:31]=[CH:30][N:29]=[CH:28][N:27]=2)[CH:18]=[CH:19][CH:20]=1.